Dataset: Full USPTO retrosynthesis dataset with 1.9M reactions from patents (1976-2016). Task: Predict the reactants needed to synthesize the given product. (1) Given the product [C:38]([O:22][CH2:21][CH2:20][C:17]1[CH:18]=[CH:19][C:14]([C:11]2[CH:10]=[CH:9][C:8]([N:7]([C:23]3[CH:24]=[CH:25][C:26]([CH3:29])=[CH:27][CH:28]=3)[C:4]3[CH:3]=[CH:2][C:1]([CH3:30])=[CH:6][CH:5]=3)=[CH:13][CH:12]=2)=[CH:15][CH:16]=1)(=[O:41])[CH:39]=[CH2:40], predict the reactants needed to synthesize it. The reactants are: [C:1]1([CH3:30])[CH:6]=[CH:5][C:4]([N:7]([C:23]2[CH:28]=[CH:27][C:26]([CH3:29])=[CH:25][CH:24]=2)[C:8]2[CH:13]=[CH:12][C:11]([C:14]3[CH:19]=[CH:18][C:17]([CH2:20][CH2:21][OH:22])=[CH:16][CH:15]=3)=[CH:10][CH:9]=2)=[CH:3][CH:2]=1.C(N(CC)CC)C.[C:38](Cl)(=[O:41])[CH:39]=[CH2:40].O. (2) Given the product [Cl:15][C:5]1[CH:6]=[CH:7][N:8]=[C:9]2[C:4]=1[N:3]=[C:2]([CH3:1])[CH:11]=[CH:10]2, predict the reactants needed to synthesize it. The reactants are: [CH3:1][C:2]1[N:3]=[C:4]2[C:9](=[CH:10][CH:11]=1)[N:8]=[CH:7][CH:6]=[C:5]2O.O=P(Cl)(Cl)[Cl:15].